From a dataset of Forward reaction prediction with 1.9M reactions from USPTO patents (1976-2016). Predict the product of the given reaction. (1) Given the reactants [Cl:1][C:2]1[CH:3]=[C:4]([CH:23]=[CH:24][C:25]=1[Cl:26])[CH2:5][N:6]([CH3:22])[C:7]([C:9]1[CH2:13][N:12]([CH2:14][CH2:15][CH2:16][C:17](O)=[O:18])[C:11](=[O:20])[C:10]=1[OH:21])=[O:8].C(Cl)CCl.C1C=CC2N(O)N=NC=2C=1.[CH3:41][NH:42][CH3:43], predict the reaction product. The product is: [Cl:1][C:2]1[CH:3]=[C:4]([CH:23]=[CH:24][C:25]=1[Cl:26])[CH2:5][N:6]([CH3:22])[C:7]([C:9]1[CH2:13][N:12]([CH2:14][CH2:15][CH2:16][C:17](=[O:18])[N:42]([CH3:43])[CH3:41])[C:11](=[O:20])[C:10]=1[OH:21])=[O:8]. (2) Given the reactants [C:1]([C:3]1[O:7][C:6]([C:8](Cl)=[O:9])=[CH:5][CH:4]=1)#[N:2].[CH3:11][O:12][C:13]1[CH:18]=[CH:17][C:16]([NH2:19])=[C:15]([N:20]2[CH2:25][CH2:24][CH2:23][CH2:22][CH2:21]2)[CH:14]=1.CCN(C(C)C)C(C)C, predict the reaction product. The product is: [CH3:11][O:12][C:13]1[CH:18]=[CH:17][C:16]([NH:19][C:8]([C:6]2[O:7][C:3]([C:1]#[N:2])=[CH:4][CH:5]=2)=[O:9])=[C:15]([N:20]2[CH2:25][CH2:24][CH2:23][CH2:22][CH2:21]2)[CH:14]=1. (3) Given the reactants [Br:1][C:2]1[CH:15]=[C:14]([C:16](O)=[O:17])[C:13]2[C:4](=[N:5][C:6]3[C:11]([N:12]=2)=[C:10]2[CH:19]=[CH:20][CH:21]=[C:22]([O:23][CH3:24])[C:9]2=[CH:8][CH:7]=3)[CH:3]=1.[CH3:25][N:26]([CH3:30])[CH2:27][CH2:28][NH2:29], predict the reaction product. The product is: [CH3:25][N:26]([CH3:30])[CH2:27][CH2:28][NH:29][C:16]([C:14]1[C:13]2[C:4](=[N:5][C:6]3[C:11]([N:12]=2)=[C:10]2[CH:19]=[CH:20][CH:21]=[C:22]([O:23][CH3:24])[C:9]2=[CH:8][CH:7]=3)[CH:3]=[C:2]([Br:1])[CH:15]=1)=[O:17]. (4) Given the reactants Br[C:2]1[C:10]2[N:9]3[CH2:11][CH2:12][NH:13][C:14](=[O:15])[C:8]3=[C:7]([CH3:16])[C:6]=2[CH:5]=[C:4]([F:17])[CH:3]=1.[Cl:18][C:19]1[CH:24]=[C:23](B(O)O)[CH:22]=[CH:21][N:20]=1, predict the reaction product. The product is: [Cl:18][C:19]1[CH:24]=[C:23]([C:2]2[C:10]3[N:9]4[CH2:11][CH2:12][NH:13][C:14](=[O:15])[C:8]4=[C:7]([CH3:16])[C:6]=3[CH:5]=[C:4]([F:17])[CH:3]=2)[CH:22]=[CH:21][N:20]=1. (5) Given the reactants II.C(O)(=O)C.P(=O)(O)(O)O.[NH2:12][C:13]1[CH:18]=[CH:17][C:16]([C:19]([C:21]2[CH:26]=[CH:25][C:24]([Cl:27])=[CH:23][CH:22]=2)=O)=[C:15]([Cl:28])[CH:14]=1, predict the reaction product. The product is: [Cl:28][C:15]1[CH:14]=[C:13]([CH:18]=[CH:17][C:16]=1[CH2:19][C:21]1[CH:26]=[CH:25][C:24]([Cl:27])=[CH:23][CH:22]=1)[NH2:12].